From a dataset of Ames mutagenicity test results for genotoxicity prediction. Regression/Classification. Given a drug SMILES string, predict its toxicity properties. Task type varies by dataset: regression for continuous values (e.g., LD50, hERG inhibition percentage) or binary classification for toxic/non-toxic outcomes (e.g., AMES mutagenicity, cardiotoxicity, hepatotoxicity). Dataset: ames. (1) The compound is O=Cc1ccc([N+](=O)[O-])o1. The result is 1 (mutagenic). (2) The molecule is O=C(c1ccccc1)C(O)c1ccccc1. The result is 0 (non-mutagenic).